Dataset: Reaction yield outcomes from USPTO patents with 853,638 reactions. Task: Predict the reaction yield, written as a fraction of the theoretical maximum amount of product (1.0 means a 100% yield; for example, 0.34 means a 34% yield). (1) The reactants are [F:1][C:2]1[CH:3]=[C:4]2[C:8](=[CH:9][CH:10]=1)[NH:7][CH:6]=[CH:5]2.[H-].[Na+].I[CH3:14]. The catalyst is CN(C)C=O. The product is [F:1][C:2]1[CH:3]=[C:4]2[C:8](=[CH:9][CH:10]=1)[N:7]([CH3:14])[CH:6]=[CH:5]2. The yield is 0.910. (2) The reactants are [Si]([O:8][C@H:9]1[CH2:13][CH2:12][N:11]([CH2:14][C:15]2[CH:20]=[CH:19][C:18]([C:21]3[S:29][C:28]4[C:23](=[N:24][CH:25]=[CH:26][C:27]=4[O:30][C:31]4[CH:36]=[CH:35][C:34]([NH:37][C:38]([NH:40][C:41](=[O:49])[CH2:42][C:43]5[CH:48]=[CH:47][CH:46]=[CH:45][CH:44]=5)=[S:39])=[CH:33][C:32]=4[F:50])[CH:22]=3)=[CH:17][CH:16]=2)[CH2:10]1)(C(C)(C)C)(C)C. The catalyst is CC#N.CO.Cl. The product is [F:50][C:32]1[CH:33]=[C:34]([NH:37][C:38]([NH:40][C:41](=[O:49])[CH2:42][C:43]2[CH:44]=[CH:45][CH:46]=[CH:47][CH:48]=2)=[S:39])[CH:35]=[CH:36][C:31]=1[O:30][C:27]1[CH:26]=[CH:25][N:24]=[C:23]2[CH:22]=[C:21]([C:18]3[CH:17]=[CH:16][C:15]([CH2:14][N:11]4[CH2:12][CH2:13][C@H:9]([OH:8])[CH2:10]4)=[CH:20][CH:19]=3)[S:29][C:28]=12. The yield is 0.0900. (3) The reactants are [F:1][C:2]([F:22])([O:6][C:7]1[CH:8]=[C:9]([CH2:13][NH:14][C:15]2[CH:16]=[C:17]([OH:21])[CH:18]=[CH:19][CH:20]=2)[CH:10]=[CH:11][CH:12]=1)[CH:3]([F:5])[F:4].[F:23][C:24]([F:29])([F:28])[CH:25]1[O:27][CH2:26]1.FC(F)(F)S([O-])(=O)=O.[Yb+3].FC(F)(F)S([O-])(=O)=O.FC(F)(F)S([O-])(=O)=O.O. The catalyst is C(#N)C. The product is [F:1][C:2]([F:22])([O:6][C:7]1[CH:8]=[C:9]([CH2:13][N:14]([CH2:26][CH:25]([OH:27])[C:24]([F:29])([F:28])[F:23])[C:15]2[CH:16]=[C:17]([OH:21])[CH:18]=[CH:19][CH:20]=2)[CH:10]=[CH:11][CH:12]=1)[CH:3]([F:4])[F:5]. The yield is 0.890. (4) The reactants are [NH2:1][C:2]1[CH:7]=[CH:6][N:5]([C@H:8]2[C@H:12]([OH:13])[C@H:11]([F:14])[C@@:10]([N:17]=[N+:18]=[N-:19])([CH2:15][OH:16])[O:9]2)[C:4](=[O:20])[N:3]=1.Cl[Si:22]([CH2:27][CH3:28])([CH2:25][CH3:26])[CH2:23][CH3:24]. The catalyst is N1C=CC=CC=1. The product is [NH2:1][C:2]1[CH:7]=[CH:6][N:5]([C@H:8]2[C@H:12]([O:13][Si:22]([CH2:27][CH3:28])([CH2:25][CH3:26])[CH2:23][CH3:24])[C@H:11]([F:14])[C@@:10]([N:17]=[N+:18]=[N-:19])([CH2:15][OH:16])[O:9]2)[C:4](=[O:20])[N:3]=1. The yield is 0.690. (5) The reactants are [CH3:1][N:2]1[C:11](=[O:12])[C:10]2[C:5](=[CH:6][CH:7]=[C:8]([O:13][C:14]3[CH:19]=[CH:18][C:17]([N+:20]([O-])=O)=[CH:16][CH:15]=3)[CH:9]=2)[N:4]=[CH:3]1.[H][H]. The catalyst is CO.[Pd]. The product is [NH2:20][C:17]1[CH:18]=[CH:19][C:14]([O:13][C:8]2[CH:9]=[C:10]3[C:5](=[CH:6][CH:7]=2)[N:4]=[CH:3][N:2]([CH3:1])[C:11]3=[O:12])=[CH:15][CH:16]=1. The yield is 0.990.